Dataset: NCI-60 drug combinations with 297,098 pairs across 59 cell lines. Task: Regression. Given two drug SMILES strings and cell line genomic features, predict the synergy score measuring deviation from expected non-interaction effect. (1) Drug 1: COC1=C(C=C2C(=C1)N=CN=C2NC3=CC(=C(C=C3)F)Cl)OCCCN4CCOCC4. Drug 2: C(CCl)NC(=O)N(CCCl)N=O. Cell line: 786-0. Synergy scores: CSS=21.7, Synergy_ZIP=-7.19, Synergy_Bliss=-0.260, Synergy_Loewe=-2.96, Synergy_HSA=1.96. (2) Synergy scores: CSS=25.4, Synergy_ZIP=-2.41, Synergy_Bliss=1.02, Synergy_Loewe=-7.35, Synergy_HSA=1.49. Drug 2: CC1=CC=C(C=C1)C2=CC(=NN2C3=CC=C(C=C3)S(=O)(=O)N)C(F)(F)F. Drug 1: CC(C1=C(C=CC(=C1Cl)F)Cl)OC2=C(N=CC(=C2)C3=CN(N=C3)C4CCNCC4)N. Cell line: HCT116. (3) Drug 1: CC1=C2C(C(=O)C3(C(CC4C(C3C(C(C2(C)C)(CC1OC(=O)C(C(C5=CC=CC=C5)NC(=O)OC(C)(C)C)O)O)OC(=O)C6=CC=CC=C6)(CO4)OC(=O)C)OC)C)OC. Drug 2: C(CC(=O)O)C(=O)CN.Cl. Cell line: OVCAR-4. Synergy scores: CSS=28.9, Synergy_ZIP=-7.06, Synergy_Bliss=-5.71, Synergy_Loewe=-34.6, Synergy_HSA=-3.42. (4) Drug 1: CC1=C2C(C(=O)C3(C(CC4C(C3C(C(C2(C)C)(CC1OC(=O)C(C(C5=CC=CC=C5)NC(=O)OC(C)(C)C)O)O)OC(=O)C6=CC=CC=C6)(CO4)OC(=O)C)OC)C)OC. Drug 2: C1CCC(CC1)NC(=O)N(CCCl)N=O. Cell line: SN12C. Synergy scores: CSS=60.6, Synergy_ZIP=8.99, Synergy_Bliss=7.22, Synergy_Loewe=-3.13, Synergy_HSA=10.1. (5) Cell line: UACC-257. Drug 2: C#CCC(CC1=CN=C2C(=N1)C(=NC(=N2)N)N)C3=CC=C(C=C3)C(=O)NC(CCC(=O)O)C(=O)O. Drug 1: CC12CCC3C(C1CCC2O)C(CC4=C3C=CC(=C4)O)CCCCCCCCCS(=O)CCCC(C(F)(F)F)(F)F. Synergy scores: CSS=0.506, Synergy_ZIP=0.481, Synergy_Bliss=0.841, Synergy_Loewe=-5.40, Synergy_HSA=-1.79. (6) Drug 1: CC1=C(C(CCC1)(C)C)C=CC(=CC=CC(=CC(=O)O)C)C. Drug 2: CN1C2=C(C=C(C=C2)N(CCCl)CCCl)N=C1CCCC(=O)O.Cl. Cell line: RPMI-8226. Synergy scores: CSS=41.2, Synergy_ZIP=3.19, Synergy_Bliss=0.944, Synergy_Loewe=-28.8, Synergy_HSA=0.825. (7) Drug 1: CCC1=CC2CC(C3=C(CN(C2)C1)C4=CC=CC=C4N3)(C5=C(C=C6C(=C5)C78CCN9C7C(C=CC9)(C(C(C8N6C)(C(=O)OC)O)OC(=O)C)CC)OC)C(=O)OC.C(C(C(=O)O)O)(C(=O)O)O. Drug 2: CN(C)C1=NC(=NC(=N1)N(C)C)N(C)C. Cell line: IGROV1. Synergy scores: CSS=37.6, Synergy_ZIP=0.531, Synergy_Bliss=4.26, Synergy_Loewe=-44.7, Synergy_HSA=5.34. (8) Drug 1: CCC1(CC2CC(C3=C(CCN(C2)C1)C4=CC=CC=C4N3)(C5=C(C=C6C(=C5)C78CCN9C7C(C=CC9)(C(C(C8N6C)(C(=O)OC)O)OC(=O)C)CC)OC)C(=O)OC)O.OS(=O)(=O)O. Drug 2: C(CC(=O)O)C(=O)CN.Cl. Cell line: A498. Synergy scores: CSS=6.68, Synergy_ZIP=-2.72, Synergy_Bliss=-6.01, Synergy_Loewe=0.455, Synergy_HSA=-3.75.